Task: Predict the product of the given reaction.. Dataset: Forward reaction prediction with 1.9M reactions from USPTO patents (1976-2016) (1) Given the reactants C(OC([N:8]1[CH2:13][CH:12]=[C:11]([C:14]2[CH:23]=[C:22]3[C:17]([CH2:18][CH:19]([CH3:38])[N:20]([C:24]4[CH:29]=[C:28]([N:30]5[CH2:35][CH2:34][N:33]([CH3:36])[CH2:32][CH2:31]5)[N:27]=[C:26]([NH2:37])[N:25]=4)[CH2:21]3)=[CH:16][CH:15]=2)[CH2:10][CH2:9]1)=O)(C)(C)C.[ClH:39].O1CCOCC1, predict the reaction product. The product is: [CH3:36][N:33]1[CH2:34][CH2:35][N:30]([C:28]2[CH:29]=[C:24]([N:20]3[CH:19]([CH3:38])[CH2:18][C:17]4[C:22](=[CH:23][C:14]([C:11]5[CH2:12][CH2:13][NH:8][CH2:9][CH:10]=5)=[CH:15][CH:16]=4)[CH2:21]3)[N:25]=[C:26]([NH2:37])[N:27]=2)[CH2:31][CH2:32]1.[ClH:39]. (2) The product is: [C:30]([O:29][CH:26]([C:5]1[C:6]2[N:7]3[CH2:14][CH2:13][CH2:12][N:11]([C:15]4[CH:20]=[CH:19][C:18]([C:21]([OH:24])([CH3:23])[CH3:22])=[CH:17][C:16]=4[Cl:25])[C:8]3=[N:9][C:10]=2[C:2]([Cl:1])=[CH:3][CH:4]=1)[CH2:27][CH3:28])(=[O:32])[CH3:31]. Given the reactants [Cl:1][C:2]1[C:10]2[N:9]=[C:8]3[N:11]([C:15]4[CH:20]=[CH:19][C:18]([C:21]([OH:24])([CH3:23])[CH3:22])=[CH:17][C:16]=4[Cl:25])[CH2:12][CH2:13][CH2:14][N:7]3[C:6]=2[C:5]([CH:26]([OH:29])[CH2:27][CH3:28])=[CH:4][CH:3]=1.[C:30](OC(=O)C)(=[O:32])[CH3:31], predict the reaction product. (3) Given the reactants [CH2:1]([O:3][C:4]([C:6]1[NH:7][C:8]2[C:13]([CH:14]=1)=[CH:12][C:11]([OH:15])=[CH:10][CH:9]=2)=[O:5])[CH3:2].[CH2:25](P([CH2:25][CH2:26][CH2:27][CH3:28])[CH2:25][CH2:26][CH2:27][CH3:28])[CH2:26][CH2:27][CH3:28].N(C([N:41]1[CH2:46][CH2:45][CH2:44][CH2:43][CH2:42]1)=O)=NC([N:41]1[CH2:46][CH2:45][CH2:44][CH2:43][CH2:42]1)=O.[CH2:47]1COC[CH2:48]1, predict the reaction product. The product is: [CH2:1]([O:3][C:4]([C:6]1[NH:7][C:8]2[C:13]([CH:14]=1)=[CH:12][C:11]([O:15][C@H:44]1[CH2:45][CH2:46][N:41]([CH2:42][C:28]3[CH:27]=[CH:26][CH:25]=[CH:48][CH:47]=3)[CH2:43]1)=[CH:10][CH:9]=2)=[O:5])[CH3:2].